Dataset: Catalyst prediction with 721,799 reactions and 888 catalyst types from USPTO. Task: Predict which catalyst facilitates the given reaction. (1) The catalyst class is: 513. Product: [C:1]([O:5][C:6]([N:8]1[CH2:12][C@@H:11]([CH2:13][NH:38][CH:35]2[CH2:37][CH2:36]2)[C@H:10]([CH2:15][N:16]([C:20](=[O:34])[C:21]2[CH:26]=[CH:25][C:24]([CH3:27])=[C:23]([O:28][CH2:29][CH2:30][CH2:31][O:32][CH3:33])[CH:22]=2)[CH:17]([CH3:18])[CH3:19])[CH2:9]1)=[O:7])([CH3:3])([CH3:2])[CH3:4]. Reactant: [C:1]([O:5][C:6]([N:8]1[CH2:12][C@@H:11]([CH:13]=O)[C@H:10]([CH2:15][N:16]([C:20](=[O:34])[C:21]2[CH:26]=[CH:25][C:24]([CH3:27])=[C:23]([O:28][CH2:29][CH2:30][CH2:31][O:32][CH3:33])[CH:22]=2)[CH:17]([CH3:19])[CH3:18])[CH2:9]1)=[O:7])([CH3:4])([CH3:3])[CH3:2].[CH:35]1([NH2:38])[CH2:37][CH2:36]1. (2) Reactant: [Cl:1][C:2]1[C:7]([CH:8]=O)=[C:6](Cl)[N:5]=[CH:4][N:3]=1.[NH2:11][NH2:12].C(N(CC)CC)C. Product: [Cl:1][C:2]1[N:3]=[CH:4][N:5]=[C:6]2[NH:11][N:12]=[CH:8][C:7]=12. The catalyst class is: 387. (3) Reactant: [Cl:1][C:2]1[CH:17]=[C:16]([O:18][CH2:19][CH:20]=[C:21]([Cl:23])[Cl:22])[CH:15]=[C:14]([Cl:24])[C:3]=1[CH2:4][O:5][CH2:6][CH:7]1[CH2:11][O:10][C:9]([CH3:13])(C)[O:8]1.[F:25][C:26]([F:37])([F:36])[O:27][C:28]1[CH:35]=[CH:34]C(C=O)=[CH:30][CH:29]=1.C1(C)C=CC(S(O)(=O)=O)=CC=1.C(=O)([O-])O.[Na+]. Product: [Cl:24][C:14]1[CH:15]=[C:16]([O:18][CH2:19][CH:20]=[C:21]([Cl:22])[Cl:23])[CH:17]=[C:2]([Cl:1])[C:3]=1[CH2:4][O:5][CH2:6][CH:7]1[CH2:11][O:10][CH:9]([C:13]2[CH:34]=[CH:35][C:28]([O:27][C:26]([F:37])([F:36])[F:25])=[CH:29][CH:30]=2)[O:8]1. The catalyst class is: 11. (4) Reactant: [H-].[Na+].[C:3]([O:12][CH2:13][CH:14]=[CH2:15])(=[O:11])[CH2:4][C:5]([O:7][CH2:8][CH:9]=[CH2:10])=[O:6].[H][H].Cl[CH2:19][C:20]1[CH:27]=[CH:26][C:23]([C:24]#[N:25])=[CH:22][CH:21]=1.Cl. Product: [C:24]([C:23]1[CH:26]=[CH:27][C:20]([CH2:19][CH:4]([C:5]([O:7][CH2:8][CH:9]=[CH2:10])=[O:6])[C:3]([O:12][CH2:13][CH:14]=[CH2:15])=[O:11])=[CH:21][CH:22]=1)#[N:25]. The catalyst class is: 38. (5) Reactant: [OH:1][C:2]1[CH:3]=[C:4]([CH:7]=[CH:8][C:9]=1[OH:10])[CH:5]=[O:6].[H-].[Na+].[CH2:29](C(Br)CCCOCCCC(Br)[CH2:29][C:30]1[CH:35]=[CH:34][CH:33]=[CH:32][CH:31]=1)[C:30]1[CH:35]=[CH:34][CH:33]=[CH:32][CH:31]=1.[OH2:38]. Product: [CH2:29]([O:38][CH2:3][CH2:2][CH2:9][CH2:8][O:1][C:2]1[CH:3]=[C:4]([CH:7]=[CH:8][C:9]=1[OH:10])[CH:5]=[O:6])[C:30]1[CH:31]=[CH:32][CH:33]=[CH:34][CH:35]=1. The catalyst class is: 9. (6) Reactant: [CH:1]([N:4]1[CH2:9][CH2:8][CH:7]([C:10](OCC)=[O:11])[CH2:6][CH2:5]1)([CH3:3])[CH3:2].[H-].[Al+3].[Li+].[H-].[H-].[H-].C(C(C(C([O-])=O)O)O)([O-])=O.[K+].[Na+]. Product: [CH:1]([N:4]1[CH2:9][CH2:8][CH:7]([CH2:10][OH:11])[CH2:6][CH2:5]1)([CH3:3])[CH3:2]. The catalyst class is: 1.